Dataset: Reaction yield outcomes from USPTO patents with 853,638 reactions. Task: Predict the reaction yield, written as a fraction of the theoretical maximum amount of product (1.0 means a 100% yield; for example, 0.34 means a 34% yield). (1) The catalyst is CN(C=O)C. The reactants are [F:1][C:2]1[C:20]([F:21])=[CH:19][C:18]([I:22])=[CH:17][C:3]=1[C:4]([C:6](=[CH:12][NH:13][CH2:14][CH2:15][OH:16])[C:7]([O:9][CH2:10][CH3:11])=[O:8])=[O:5].N1C=CN=C1.[Si:28](Cl)([C:31]([CH3:34])([CH3:33])[CH3:32])([CH3:30])[CH3:29].O. The product is [F:1][C:2]1[C:20]([F:21])=[CH:19][C:18]([I:22])=[CH:17][C:3]=1[C:4]([C:6](=[CH:12][NH:13][CH2:14][CH2:15][O:16][Si:28]([C:31]([CH3:34])([CH3:33])[CH3:32])([CH3:30])[CH3:29])[C:7]([O:9][CH2:10][CH3:11])=[O:8])=[O:5]. The yield is 0.910. (2) The reactants are [C:1]([OH:7])([C:3]([F:6])([F:5])[F:4])=[O:2].[Br:8][C:9]1[C:10]([NH:16][C:17](=[O:29])[C:18]([NH:21][C:22](=O)OC(C)(C)C)([CH3:20])[CH3:19])=[N:11][CH:12]=[C:13]([Br:15])[N:14]=1.S([O-])([O-])(=O)=O.[Na+].[Na+].[O:37]1[CH2:42][CH2:41][CH:40]([CH2:43]C=O)[CH2:39][CH2:38]1.C(O[BH-](OC(=O)C)OC(=O)C)(=O)C.[Na+]. The catalyst is ClCCl.CO.ClCCCl. The product is [F:4][C:3]([F:6])([F:5])[C:1]([OH:7])=[O:2].[Br:8][C:9]1[C:10]([NH:16][C:17](=[O:29])[C:18]([CH3:19])([NH:21][CH2:22][CH2:43][CH:40]2[CH2:41][CH2:42][O:37][CH2:38][CH2:39]2)[CH3:20])=[N:11][CH:12]=[C:13]([Br:15])[N:14]=1. The yield is 0.670. (3) The reactants are C1([O:7][C:8](=O)[NH:9][CH2:10][CH:11]2[CH2:16][CH2:15][C:14]([N:23]([CH3:25])[CH3:24])([C:17]3[CH:22]=[CH:21][CH:20]=[CH:19][CH:18]=3)[CH2:13][CH2:12]2)C=CC=CC=1.[F:27][C:28]1[CH:29]=[C:30]2[C:34](=[CH:35][CH:36]=1)[NH:33][CH:32]=[C:31]2[C:37]1[CH2:38][CH2:39][NH:40][CH2:41][CH:42]=1. The catalyst is O1CCOCC1. The product is [CH3:24][N:23]([CH3:25])[C:14]1([C:17]2[CH:18]=[CH:19][CH:20]=[CH:21][CH:22]=2)[CH2:15][CH2:16][CH:11]([CH2:10][NH:9][C:8]([N:40]2[CH2:39][CH:38]=[C:37]([C:31]3[C:30]4[C:34](=[CH:35][CH:36]=[C:28]([F:27])[CH:29]=4)[NH:33][CH:32]=3)[CH2:42][CH2:41]2)=[O:7])[CH2:12][CH2:13]1. The yield is 0.150. (4) The reactants are [N:1]1[CH:2]=[CH:3][N:4]2[CH:9]=[CH:8][CH:7]=[C:6]([CH2:10][CH:11]3[C:19]4[C:14](=[CH:15][CH:16]=[CH:17][CH:18]=4)[C:13](=[O:20])[O:12]3)[C:5]=12.C([BH-](CC)CC)C.[Li+]. The catalyst is C(Cl)Cl. The product is [N:1]1[CH:2]=[CH:3][N:4]2[CH:9]=[CH:8][CH:7]=[C:6]([CH2:10][CH:11]3[C:19]4[C:14](=[CH:15][CH:16]=[CH:17][CH:18]=4)[CH:13]([OH:20])[O:12]3)[C:5]=12. The yield is 0.250. (5) The reactants are [F:1][C:2]1[CH:7]=[CH:6][C:5]([C:8]2[C:16]3[C:11](=[CH:12][CH:13]=[C:14]([C:17]#[C:18][C:19]4[CH:24]=[CH:23][CH:22]=[CH:21][CH:20]=4)[CH:15]=3)[NH:10][N:9]=2)=[CH:4][CH:3]=1.N1C2C(=CC=CC=2)C=CC=1. The catalyst is C(OCC)(=O)C.[Pd]. The product is [C:19]1(/[CH:18]=[CH:17]\[C:14]2[CH:15]=[C:16]3[C:11](=[CH:12][CH:13]=2)[NH:10][N:9]=[C:8]3[C:5]2[CH:4]=[CH:3][C:2]([F:1])=[CH:7][CH:6]=2)[CH:20]=[CH:21][CH:22]=[CH:23][CH:24]=1. The yield is 0.460. (6) The reactants are [Cl:1][C:2]1[CH:7]=[CH:6][C:5]([C:8](=[O:11])[CH2:9]Br)=[CH:4][CH:3]=1.[OH2:12].Br.CS(C)=[O:16]. No catalyst specified. The product is [Cl:1][C:2]1[CH:7]=[CH:6][C:5]([C:8](=[O:11])[CH:9]([OH:16])[OH:12])=[CH:4][CH:3]=1. The yield is 0.700. (7) The reactants are [C:1]1([CH3:9])[CH:6]=[CH:5][CH:4]=[C:3]([NH:7][OH:8])[CH:2]=1.[C:10](=[O:13])([O-])[O-].[K+].[K+].O.[C:17](OCC)(=O)[CH3:18]. The catalyst is CN(C)C=O. The product is [C:1]1([CH3:9])[CH:6]=[CH:5][CH:4]=[C:3]([N:7]2[C:10](=[O:13])[CH2:18][CH2:17][O:8]2)[CH:2]=1. The yield is 0.730. (8) The reactants are [Cl:1][C:2]1[CH:10]=[C:9]2[C:5]([CH2:6][O:7][C:8]2=[O:11])=[C:4]([N+:12]([O-])=O)[CH:3]=1.[H][H]. The product is [NH2:12][C:4]1[CH:3]=[C:2]([Cl:1])[CH:10]=[C:9]2[C:5]=1[CH2:6][O:7][C:8]2=[O:11]. The yield is 0.900. The catalyst is CCOC(C)=O.[Pd]. (9) The reactants are [F:1][C:2]1[CH:7]=[C:6]([F:8])[CH:5]=[CH:4][C:3]=1[C@H:9]1[CH2:14][C@@H:13]([C:15](=[O:22])[CH2:16][C:17](OCC)=[O:18])[CH2:12][CH2:11][N:10]1[C:23]([O:25][CH3:26])=[O:24].[OH-].[Na+].[NH2:29]O.Cl. The catalyst is CO. The product is [F:1][C:2]1[CH:7]=[C:6]([F:8])[CH:5]=[CH:4][C:3]=1[C@H:9]1[CH2:14][C@@H:13]([C:15]2[O:22][NH:29][C:17](=[O:18])[CH:16]=2)[CH2:12][CH2:11][N:10]1[C:23]([O:25][CH3:26])=[O:24]. The yield is 0.490.